This data is from Full USPTO retrosynthesis dataset with 1.9M reactions from patents (1976-2016). The task is: Predict the reactants needed to synthesize the given product. (1) Given the product [Cl:34][C:35]1[CH:43]=[C:42]2[C:38]([CH:39]=[C:40]([CH:45]=[CH:2][O:3][CH3:4])[N:41]2[CH3:44])=[CH:37][C:36]=1[C:47]#[N:48], predict the reactants needed to synthesize it. The reactants are: [Cl-].[CH3:2][O:3][CH2:4][P+](C1C=CC=CC=1)(C1C=CC=CC=1)C1C=CC=CC=1.[Li+].C[Si]([N-][Si](C)(C)C)(C)C.[Cl:34][C:35]1[CH:43]=[C:42]2[C:38]([CH:39]=[C:40]([CH:45]=O)[N:41]2[CH3:44])=[CH:37][C:36]=1[C:47]#[N:48]. (2) Given the product [C:19]([N:15]1[CH2:14][C@@H:13]2[CH2:18][C@H:16]1[CH2:17][N:12]2[CH2:11][C:8]1[CH:7]=[CH:6][C:5]([O-:4])=[CH:10][CH:9]=1)(=[O:21])[CH3:20].[Na+:23], predict the reactants needed to synthesize it. The reactants are: C([O:4][C:5]1[CH:10]=[CH:9][C:8]([CH2:11][N:12]2[CH2:17][C@@H:16]3[CH2:18][C@H:13]2[CH2:14][N:15]3[C:19](=[O:21])[CH3:20])=[CH:7][CH:6]=1)(=O)C.[OH-].[Na+:23]. (3) The reactants are: Cl[C:2]1[C:3]([C:12]([NH:14][C:15]2[CH:20]=[C:19]([S:21][C:22]([F:25])([F:24])[F:23])[CH:18]=[CH:17][C:16]=2[OH:26])=[O:13])=[N:4][CH:5]=[C:6]([C:8]([F:11])([F:10])[F:9])[CH:7]=1.CN(C=O)C.[CH2:32]([SH:34])[CH3:33].CC(C)([O-])C.[K+]. Given the product [CH2:32]([S:34][C:2]1[C:3]([C:12]([NH:14][C:15]2[CH:20]=[C:19]([S:21][C:22]([F:25])([F:24])[F:23])[CH:18]=[CH:17][C:16]=2[OH:26])=[O:13])=[N:4][CH:5]=[C:6]([C:8]([F:11])([F:10])[F:9])[CH:7]=1)[CH3:33], predict the reactants needed to synthesize it. (4) Given the product [ClH:47].[CH3:28][C:23]1[C:22]([O:21][C:20]2[C:15]([NH:14][C:12]3[S:11][N:10]=[C:9]([CH:3]4[CH2:2][CH:1]5[N:8]([C:40](=[O:42])[CH3:41])[CH:5]([CH2:6][CH2:7]5)[CH2:4]4)[N:13]=3)=[N:16][CH:17]=[C:18]([C:29]([F:30])([F:31])[F:32])[CH:19]=2)=[CH:27][CH:26]=[CH:25][N:24]=1, predict the reactants needed to synthesize it. The reactants are: [CH:1]12[NH:8][CH:5]([CH2:6][CH2:7]1)[CH2:4][CH:3]([C:9]1[N:13]=[C:12]([NH:14][C:15]3[C:20]([O:21][C:22]4[C:23]([CH3:28])=[N:24][CH:25]=[CH:26][CH:27]=4)=[CH:19][C:18]([C:29]([F:32])([F:31])[F:30])=[CH:17][N:16]=3)[S:11][N:10]=1)[CH2:2]2.C(N(CC)CC)C.[C:40](OC(=O)C)(=[O:42])[CH3:41].[ClH:47]. (5) Given the product [F:17][C:2]([F:1])([F:18])[CH:3]1[CH2:8][CH2:7][N:6]([C:9]2[N:14]=[CH:13][N:12]=[C:11]([CH2:15][NH2:16])[CH:10]=2)[CH2:5][CH2:4]1, predict the reactants needed to synthesize it. The reactants are: [F:1][C:2]([F:18])([F:17])[CH:3]1[CH2:8][CH2:7][N:6]([C:9]2[N:14]=[CH:13][N:12]=[C:11]([C:15]#[N:16])[CH:10]=2)[CH2:5][CH2:4]1.Cl. (6) Given the product [Cl:32][C:33]1[C:34]([O:19][C:10]2[CH:11]=[CH:12][C:13]([C:15]([F:17])([F:18])[F:16])=[CH:14][C:9]=2[C:8]2[C:4]([N+:1]([O-:3])=[O:2])=[N:5][N:6]([CH:20]3[CH2:25][CH2:24][CH2:23][CH2:22][O:21]3)[CH:7]=2)=[CH:35][C:36]([F:55])=[C:37]([S:39]([N:42]([C:50]2[N:51]=[CH:52][S:53][CH:54]=2)[C:43](=[O:49])[O:44][C:45]([CH3:48])([CH3:47])[CH3:46])(=[O:41])=[O:40])[CH:38]=1, predict the reactants needed to synthesize it. The reactants are: [N+:1]([C:4]1[C:8]([C:9]2[CH:14]=[C:13]([C:15]([F:18])([F:17])[F:16])[CH:12]=[CH:11][C:10]=2[OH:19])=[CH:7][N:6]([CH:20]2[CH2:25][CH2:24][CH2:23][CH2:22][O:21]2)[N:5]=1)([O-:3])=[O:2].C(=O)([O-])[O-].[K+].[K+].[Cl:32][C:33]1[C:34](F)=[CH:35][C:36]([F:55])=[C:37]([S:39]([N:42]([C:50]2[N:51]=[CH:52][S:53][CH:54]=2)[C:43](=[O:49])[O:44][C:45]([CH3:48])([CH3:47])[CH3:46])(=[O:41])=[O:40])[CH:38]=1.